This data is from Catalyst prediction with 721,799 reactions and 888 catalyst types from USPTO. The task is: Predict which catalyst facilitates the given reaction. (1) Reactant: [Cl:1][C:2]1[CH:30]=[CH:29][CH:28]=[CH:27][C:3]=1[CH:4]=[C:5]([C:10]([CH2:12][O:13][CH2:14][CH2:15][N:16]1[C:20](=[O:21])[C:19]2=[CH:22][CH:23]=[CH:24][CH:25]=[C:18]2[C:17]1=[O:26])=O)[C:6]([O:8][CH3:9])=[O:7].[CH3:31][O:32][C:33](=[O:38])/[CH:34]=[C:35](\[NH2:37])/[CH3:36]. Product: [Cl:1][C:2]1[CH:30]=[CH:29][CH:28]=[CH:27][C:3]=1[CH:4]1[C:34]([C:33]([O:32][CH3:31])=[O:38])=[C:35]([CH3:36])[NH:37][C:10]([CH2:12][O:13][CH2:14][CH2:15][N:16]2[C:20](=[O:21])[C:19]3[C:18](=[CH:25][CH:24]=[CH:23][CH:22]=3)[C:17]2=[O:26])=[C:5]1[C:6]([O:8][CH3:9])=[O:7]. The catalyst class is: 41. (2) Reactant: [Cl-].C[Zn+].Cl[C:5]1[CH:10]=[C:9]([O:11][CH3:12])[CH:8]=[CH:7][N:6]=1.[CH2:13](N(CC(O)=O)CC(O)=O)CN(CC(O)=O)CC(O)=O.C([O-])([O-])=O.[K+].[K+]. Product: [CH3:12][O:11][C:9]1[CH:8]=[CH:7][N:6]=[C:5]([CH3:13])[CH:10]=1. The catalyst class is: 176. (3) Reactant: [CH:1]1([C:4]2[CH:9]=[CH:8][N:7]=[CH:6][C:5]=2[N:10]2[CH2:14][CH2:13][NH:12][C:11]2=[O:15])[CH2:3][CH2:2]1.Br[C:17]1[CH:22]=[CH:21][CH:20]=[C:19]([C:23]([F:26])([F:25])[F:24])[CH:18]=1.CN[C@@H]1CCCC[C@H]1NC.P([O-])([O-])([O-])=O.[K+].[K+].[K+]. Product: [CH:1]1([C:4]2[CH:9]=[CH:8][N:7]=[CH:6][C:5]=2[N:10]2[CH2:14][CH2:13][N:12]([C:17]3[CH:22]=[CH:21][CH:20]=[C:19]([C:23]([F:26])([F:25])[F:24])[CH:18]=3)[C:11]2=[O:15])[CH2:3][CH2:2]1. The catalyst class is: 246.